From a dataset of Reaction yield outcomes from USPTO patents with 853,638 reactions. Predict the reaction yield, written as a fraction of the theoretical maximum amount of product (1.0 means a 100% yield; for example, 0.34 means a 34% yield). (1) The reactants are [CH3:1][C:2]1([N:5]2[CH2:10][CH2:9][NH:8][CH2:7][CH2:6]2)[CH2:4][CH2:3]1.CCN(CC)CC.[F:18][C:19]([F:31])([F:30])[C:20]1[CH:25]=[CH:24][CH:23]=[CH:22][C:21]=1[S:26](Cl)(=[O:28])=[O:27]. The catalyst is ClCCl. The product is [CH3:1][C:2]1([N:5]2[CH2:10][CH2:9][N:8]([S:26]([C:21]3[CH:22]=[CH:23][CH:24]=[CH:25][C:20]=3[C:19]([F:18])([F:30])[F:31])(=[O:28])=[O:27])[CH2:7][CH2:6]2)[CH2:4][CH2:3]1. The yield is 0.810. (2) The reactants are [Cl:1][C:2]1[N:3]([C:11]2[CH:16]=[CH:15][C:14]([O:17][CH2:18][CH2:19]Cl)=[CH:13][CH:12]=2)[N:4]=[C:5]2[C:10]=1[CH:9]=[CH:8][CH:7]=[CH:6]2.[CH3:21][NH2:22]. The catalyst is C(#N)C. The product is [ClH:1].[Cl:1][C:2]1[N:3]([C:11]2[CH:16]=[CH:15][C:14]([O:17][CH2:18][CH2:19][NH:22][CH3:21])=[CH:13][CH:12]=2)[N:4]=[C:5]2[C:10]=1[CH:9]=[CH:8][CH:7]=[CH:6]2. The yield is 0.910. (3) The reactants are [F:1][C:2]([F:14])([F:13])[CH2:3][O:4][P:5]([O-:12])[O:6][CH2:7][C:8]([F:11])([F:10])[F:9].C1CCN2C(=NCCC2)CC1.[C:26]1([C:32]([C:46]2[CH:51]=[CH:50][CH:49]=[CH:48][CH:47]=2)([C:40]2[CH:45]=[CH:44][CH:43]=[CH:42][CH:41]=2)[N:33]2[CH:37]=[C:36]([CH2:38]Cl)[N:35]=[CH:34]2)[CH:31]=[CH:30][CH:29]=[CH:28][CH:27]=1. The catalyst is C1COCC1. The product is [F:14][C:2]([F:1])([F:13])[CH2:3][O:4][P:5]([CH2:38][C:36]1[N:35]=[CH:34][N:33]([C:32]([C:26]2[CH:31]=[CH:30][CH:29]=[CH:28][CH:27]=2)([C:40]2[CH:41]=[CH:42][CH:43]=[CH:44][CH:45]=2)[C:46]2[CH:51]=[CH:50][CH:49]=[CH:48][CH:47]=2)[CH:37]=1)(=[O:12])[O:6][CH2:7][C:8]([F:11])([F:9])[F:10]. The yield is 0.300. (4) The reactants are [CH3:1][O:2][C:3]([C:5]1[CH:6]=[C:7]2[C:12](=[CH:13][CH:14]=1)[NH:11][CH:10]([C:15]1[CH:20]=[C:19]([F:21])[CH:18]=[C:17](Br)[CH:16]=1)[C:9]([CH3:24])([CH3:23])[CH2:8]2)=[O:4].[NH:25]1[CH2:29][CH2:28][CH2:27][C:26]1=[O:30].N1CCC[C@H:32]1C(O)=O.[OH-].[K+].[Cl-].[NH4+]. The catalyst is CS(C)=O.[Cu+]. The product is [CH2:1]([O:2][C:3]([C:5]1[CH:6]=[C:7]2[C:12](=[CH:13][CH:14]=1)[NH:11][CH:10]([C:15]1[CH:16]=[C:17]([N:25]3[CH2:29][CH2:28][CH2:27][C:26]3=[O:30])[CH:18]=[C:19]([F:21])[CH:20]=1)[C:9]([CH3:24])([CH3:23])[CH2:8]2)=[O:4])[CH3:32]. The yield is 0.610. (5) The reactants are [C:1]1([CH3:11])[CH:6]=[CH:5][C:4]([S:7](Cl)(=[O:9])=[O:8])=[CH:3][CH:2]=1.[N:12]1[CH:17]=[CH:16][CH:15]=[C:14](/[CH:18]=[CH:19]/[CH2:20][C@@H:21]([OH:23])[CH3:22])[CH:13]=1.C([O-])(O)=O.[Na+]. The catalyst is C(N(CC)CC)C. The product is [C:1]1([CH3:11])[CH:6]=[CH:5][C:4]([S:7]([O:23][C@H:21]([CH2:20]/[CH:19]=[CH:18]/[C:14]2[CH:13]=[N:12][CH:17]=[CH:16][CH:15]=2)[CH3:22])(=[O:9])=[O:8])=[CH:3][CH:2]=1. The yield is 0.686. (6) The product is [OH:1][CH:2]([CH2:13][N:14]1[CH2:18][CH2:17][CH2:16][CH2:15]1)[CH2:3][O:4][NH:5][C:6](=[O:12])[O:7][C:8]([CH3:11])([CH3:10])[CH3:9]. The yield is 0.880. The reactants are [O:1]1[CH2:13][CH:2]1[CH2:3][O:4][NH:5][C:6](=[O:12])[O:7][C:8]([CH3:11])([CH3:10])[CH3:9].[NH:14]1[CH2:18][CH2:17][CH2:16][CH2:15]1.[Cl-].[NH4+]. The catalyst is CO. (7) The reactants are C1C(=O)N([Br:8])C(=O)C1.[CH2:9]([O:11][C:12]1[CH:20]=[CH:19][C:15]2[O:16][CH2:17][O:18][C:14]=2[CH:13]=1)[CH3:10].O. The catalyst is CC#N. The product is [Br:8][C:20]1[C:12]([O:11][CH2:9][CH3:10])=[CH:13][C:14]2[O:18][CH2:17][O:16][C:15]=2[CH:19]=1. The yield is 0.850. (8) The reactants are Br[CH2:2][CH2:3][CH2:4][CH:5]=[CH2:6].[Na+].[I-].[SH:9][C:10]1[NH:14][N:13]=[N:12][CH:11]=1. The catalyst is CO. The product is [CH2:2]([S:9][C:10]1[NH:14][N:13]=[N:12][CH:11]=1)[CH2:3][CH2:4][CH:5]=[CH2:6]. The yield is 0.470.